Dataset: Full USPTO retrosynthesis dataset with 1.9M reactions from patents (1976-2016). Task: Predict the reactants needed to synthesize the given product. (1) Given the product [CH2:32]([O:31][C@@H:4]([CH2:5][C:6]1[CH:11]=[CH:10][C:9]([O:12][CH2:13][C:14]2[N:15]=[C:16]([C:20]3[CH:25]=[CH:24][C:23]([CH:26]([CH3:27])[CH3:28])=[CH:22][CH:21]=3)[O:17][C:18]=2[CH3:19])=[CH:8][C:7]=1[O:29][CH3:30])[C:3]([OH:34])=[O:2])[CH3:33], predict the reactants needed to synthesize it. The reactants are: C[O:2][C:3](=[O:34])[C@@H:4]([O:31][CH2:32][CH3:33])[CH2:5][C:6]1[CH:11]=[CH:10][C:9]([O:12][CH2:13][C:14]2[N:15]=[C:16]([C:20]3[CH:25]=[CH:24][C:23]([CH:26]([CH3:28])[CH3:27])=[CH:22][CH:21]=3)[O:17][C:18]=2[CH3:19])=[CH:8][C:7]=1[O:29][CH3:30].[Li+].[OH-]. (2) Given the product [C:26]([OH:29])(=[O:28])[CH3:27].[F:1][C:2]1[CH:3]=[C:4]2[C:10]([C:11](=[NH:25])[NH2:12])=[N:9][N:8]([CH2:13][C:14]3[CH:19]=[CH:18][CH:17]=[CH:16][C:15]=3[F:20])[C:5]2=[N:6][CH:7]=1, predict the reactants needed to synthesize it. The reactants are: [F:1][C:2]1[CH:3]=[C:4]2[C:10]([C:11]#[N:12])=[N:9][N:8]([CH2:13][C:14]3[CH:19]=[CH:18][CH:17]=[CH:16][C:15]=3[F:20])[C:5]2=[N:6][CH:7]=1.C[O-].[Na+].[Cl-].[NH4+:25].[C:26]([OH:29])(=[O:28])[CH3:27]. (3) The reactants are: [CH2:1]([O:7][C:8](=O)[CH2:9][NH:10][C:11](=O)[C:12]([O:14][CH3:15])=[O:13])[CH2:2][CH2:3]/[CH:4]=[CH:5]/[CH3:6].N1C=CC=CC=1.O(S(C(F)(F)F)(=O)=O)S(C(F)(F)F)(=O)=O. Given the product [CH3:6][C:5]1[C:11]([C:12]([O:14][CH3:15])=[O:13])=[N:10][CH:9]=[C:8]2[O:7][CH2:1][CH2:2][CH2:3][C:4]=12, predict the reactants needed to synthesize it. (4) Given the product [CH3:1][O:2][C:3]1[CH:4]=[C:5]2[C:10](=[CH:11][C:12]=1[O:13][CH3:14])[N:9]=[CH:8][N:7]=[C:6]2[S:15][C:16]1[CH:17]=[C:18]([NH:19][C:32]([NH:31][C:27]2[CH:28]=[CH:29][CH:30]=[C:25]([C:24]([F:23])([F:34])[F:35])[CH:26]=2)=[O:33])[CH:20]=[CH:21][CH:22]=1, predict the reactants needed to synthesize it. The reactants are: [CH3:1][O:2][C:3]1[CH:4]=[C:5]2[C:10](=[CH:11][C:12]=1[O:13][CH3:14])[N:9]=[CH:8][N:7]=[C:6]2[S:15][C:16]1[CH:17]=[C:18]([CH:20]=[CH:21][CH:22]=1)[NH2:19].[F:23][C:24]([F:35])([F:34])[C:25]1[CH:26]=[C:27]([N:31]=[C:32]=[O:33])[CH:28]=[CH:29][CH:30]=1. (5) Given the product [CH3:10][C:11]1[NH:15][N:14]=[C:13]([NH:16][C:17]2[CH:22]=[C:21]([N:23]3[CH2:28][CH2:27][CH:26]([N:29]4[CH2:30][CH2:31][O:32][CH2:33][CH2:34]4)[CH2:25][CH2:24]3)[N:20]=[C:19](/[CH:35]=[CH:36]/[C:37]3[CH:38]=[CH:39][CH:40]=[CH:41][CH:42]=3)[N:18]=2)[CH:12]=1, predict the reactants needed to synthesize it. The reactants are: C(N(C(C)C)CC)(C)C.[CH3:10][C:11]1[NH:15][N:14]=[C:13]([NH:16][C:17]2[CH:22]=[C:21]([N:23]3[CH2:28][CH2:27][CH:26]([N:29]4[CH2:34][CH2:33][O:32][CH2:31][CH2:30]4)[CH2:25][CH2:24]3)[N:20]=[C:19]([CH:35]=[CH:36][C:37]3[CH:42]=[CH:41][CH:40]=[CH:39][CH:38]=3)[N:18]=2)[CH:12]=1.O1CCN(C2CCNCC2)CC1. (6) The reactants are: [F:1][C:2]1[CH:7]=[CH:6][C:5]([C:8]2[CH:18]=[CH:17][C:11]([C:12]([O:14][CH2:15][CH3:16])=[O:13])=[C:10]([CH3:19])[N:9]=2)=[CH:4][CH:3]=1.[Br:20]N1C(=O)CCC1=O.CC(N=NC(C#N)(C)C)(C#N)C. Given the product [F:1][C:2]1[CH:7]=[CH:6][C:5]([C:8]2[CH:18]=[CH:17][C:11]([C:12]([O:14][CH2:15][CH3:16])=[O:13])=[C:10]([CH2:19][Br:20])[N:9]=2)=[CH:4][CH:3]=1, predict the reactants needed to synthesize it.